This data is from Catalyst prediction with 721,799 reactions and 888 catalyst types from USPTO. The task is: Predict which catalyst facilitates the given reaction. (1) Reactant: [CH3:1][O:2][C:3]1[CH:4]=[CH:5][C:6]([C:14]2[CH2:15][CH2:16][C:17](=[O:20])[NH:18][N:19]=2)=[C:7]2[C:12]=1[N:11]=[C:10]([CH3:13])[CH:9]=[CH:8]2.[N+](C1C=C(S([O-])(=O)=O)C=CC=1)([O-])=O.[Na+].Cl. Product: [CH3:1][O:2][C:3]1[CH:4]=[CH:5][C:6]([C:14]2[CH:15]=[CH:16][C:17](=[O:20])[NH:18][N:19]=2)=[C:7]2[C:12]=1[N:11]=[C:10]([CH3:13])[CH:9]=[CH:8]2. The catalyst class is: 74. (2) Reactant: [Cl:1][C:2]1[N:7]=[CH:6][C:5]2[C:8]([I:11])=[N:9][NH:10][C:4]=2[CH:3]=1.[H-].[Na+].[C:14](Cl)([C:27]1[CH:32]=[CH:31][CH:30]=[CH:29][CH:28]=1)([C:21]1[CH:26]=[CH:25][CH:24]=[CH:23][CH:22]=1)[C:15]1[CH:20]=[CH:19][CH:18]=[CH:17][CH:16]=1. Product: [Cl:1][C:2]1[N:7]=[CH:6][C:5]2[C:8]([I:11])=[N:9][N:10]([C:14]([C:15]3[CH:20]=[CH:19][CH:18]=[CH:17][CH:16]=3)([C:27]3[CH:28]=[CH:29][CH:30]=[CH:31][CH:32]=3)[C:21]3[CH:22]=[CH:23][CH:24]=[CH:25][CH:26]=3)[C:4]=2[CH:3]=1. The catalyst class is: 1. (3) Reactant: [CH2:1]([NH2:3])[CH3:2].[Cl:4][C:5]1[N:10]=[CH:9][C:8]([C:11](Cl)=[O:12])=[CH:7][CH:6]=1. Product: [Cl:4][C:5]1[N:10]=[CH:9][C:8]([C:11]([NH:3][CH2:1][CH3:2])=[O:12])=[CH:7][CH:6]=1. The catalyst class is: 46. (4) Reactant: [CH3:1][S:2]([C:5]1[CH:10]=[CH:9][C:8]([C:11]2[N:16]=[CH:15][C:14]([CH2:17][NH:18][CH:19]3[CH2:24][CH2:23][N:22]([C:25]([O:27][C:28]([CH3:31])([CH3:30])[CH3:29])=[O:26])[CH2:21][CH2:20]3)=[CH:13][CH:12]=2)=[CH:7][CH:6]=1)(=[O:4])=[O:3].[CH3:32][C:33](O)=O.[BH3-][C:37]#N.[Na+]. Product: [CH:33]1([N:18]([CH2:17][C:14]2[CH:15]=[N:16][C:11]([C:8]3[CH:9]=[CH:10][C:5]([S:2]([CH3:1])(=[O:3])=[O:4])=[CH:6][CH:7]=3)=[CH:12][CH:13]=2)[CH:19]2[CH2:24][CH2:23][N:22]([C:25]([O:27][C:28]([CH3:31])([CH3:30])[CH3:29])=[O:26])[CH2:21][CH2:20]2)[CH2:32][CH2:37]1. The catalyst class is: 5. (5) Reactant: [C:1]([CH2:3][CH2:4][N:5]1[C:9]([C:10]2[CH:11]=[CH:12][C:13]([O:32][C:33]3[CH:38]=[C:37]([CH3:39])[CH:36]=[C:35]([CH3:40])[CH:34]=3)=[C:14]([S:16]([N:19]3[CH2:24][CH2:23][N:22](C(OC(C)(C)C)=O)[CH2:21][CH2:20]3)(=[O:18])=[O:17])[CH:15]=2)=[N:8][N:7]=[N:6]1)#[N:2].[ClH:41]. Product: [ClH:41].[CH3:39][C:37]1[CH:38]=[C:33]([CH:34]=[C:35]([CH3:40])[CH:36]=1)[O:32][C:13]1[CH:12]=[CH:11][C:10]([C:9]2[N:5]([CH2:4][CH2:3][C:1]#[N:2])[N:6]=[N:7][N:8]=2)=[CH:15][C:14]=1[S:16]([N:19]1[CH2:24][CH2:23][NH:22][CH2:21][CH2:20]1)(=[O:18])=[O:17]. The catalyst class is: 12. (6) Reactant: [ClH:1].[CH2:2]([O:4]/[C:5](=[CH:9]\[C:10]1[CH:11]=[N:12][C:13]([C:16]2[CH:21]=[CH:20][CH:19]=[C:18]([N:22]([CH3:33])[C:23]([NH:25][CH2:26][CH2:27][CH2:28][CH2:29][CH2:30][CH2:31][CH3:32])=[O:24])[CH:17]=2)=[CH:14][CH:15]=1)/[C:6]([OH:8])=[O:7])[CH3:3]. Product: [ClH:1].[CH2:2]([O:4]/[C:5](=[CH:9]\[C:10]1[CH:11]=[N:12][C:13]([C:16]2[CH:21]=[CH:20][CH:19]=[C:18]([N:22]([CH3:33])[C:23]([NH:25][CH2:26][CH2:27][CH2:28][CH2:29][CH2:30][CH2:31][CH3:32])=[O:24])[CH:17]=2)=[CH:14][CH:15]=1)/[C:6]([OH:8])=[O:7])[CH3:3]. The catalyst class is: 8.